This data is from Forward reaction prediction with 1.9M reactions from USPTO patents (1976-2016). The task is: Predict the product of the given reaction. (1) Given the reactants C(#N)C.Cl[CH2:5][C:6]1[S:10][C:9]([C:11]2[CH:16]=[CH:15][C:14]([C:17]([F:20])([F:19])[F:18])=[CH:13][CH:12]=2)=[N:8][C:7]=1[CH3:21].[C:22]([O:26][C:27]([N:29]1[CH2:38][CH2:37][C:36]2[C:31](=[C:32]([CH2:40][CH2:41][C:42]([O:44][CH3:45])=[O:43])[CH:33]=[CH:34][C:35]=2[OH:39])[CH2:30]1)=[O:28])([CH3:25])([CH3:24])[CH3:23].C([O-])([O-])=O.[Cs+].[Cs+], predict the reaction product. The product is: [C:22]([O:26][C:27]([N:29]1[CH2:38][CH2:37][C:36]2[C:31](=[C:32]([CH2:40][CH2:41][C:42]([O:44][CH3:45])=[O:43])[CH:33]=[CH:34][C:35]=2[O:39][CH2:5][C:6]2[S:10][C:9]([C:11]3[CH:16]=[CH:15][C:14]([C:17]([F:20])([F:19])[F:18])=[CH:13][CH:12]=3)=[N:8][C:7]=2[CH3:21])[CH2:30]1)=[O:28])([CH3:25])([CH3:24])[CH3:23]. (2) Given the reactants [CH3:1][CH:2]([CH3:13])[C:3]([C:5]1[CH:10]=[CH:9][C:8]([CH3:11])=[CH:7][C:6]=1[CH3:12])=[O:4].S(Cl)([Cl:17])(=O)=O, predict the reaction product. The product is: [Cl:17][C:2]([CH3:13])([CH3:1])[C:3]([C:5]1[CH:10]=[CH:9][C:8]([CH3:11])=[CH:7][C:6]=1[CH3:12])=[O:4]. (3) Given the reactants [F:1][C:2]1[CH:7]=[C:6]([F:8])[CH:5]=[CH:4][C:3]=1[C@@:9]1([CH2:13][N:14]2[CH:18]=[N:17][CH:16]=[N:15]2)[C@H:11]([CH3:12])[O:10]1.C([S:22][C@H:23]1[CH2:28][CH2:27][C@H:26](/[CH:29]=[CH:30]/[C:31]2[CH:36]=[CH:35][C:34]([Cl:37])=[CH:33][CH:32]=2)[CH2:25][CH2:24]1)(=O)C, predict the reaction product. The product is: [Cl:37][C:34]1[CH:33]=[CH:32][C:31](/[CH:30]=[CH:29]/[C@H:26]2[CH2:27][CH2:28][C@H:23]([S:22][C@H:11]([CH3:12])[C@:9]([C:3]3[CH:4]=[CH:5][C:6]([F:8])=[CH:7][C:2]=3[F:1])([OH:10])[CH2:13][N:14]3[CH:18]=[N:17][CH:16]=[N:15]3)[CH2:24][CH2:25]2)=[CH:36][CH:35]=1. (4) Given the reactants [CH3:1][O:2][C:3]1[CH:8]=[CH:7][C:6](B(O)O)=[CH:5][CH:4]=1.[CH3:12][CH2:13][C:14]1([C:23]2C=[CH:27][CH:26]=[CH:25][CH:24]=2)C(=O)NC(=O)NC1=O.BrCCCCCCCC.P([O-])([O-])([O-])=O.[K+].[K+].[K+].CN1C=CN=C1CC1N(C)C=CN=1.Cl, predict the reaction product. The product is: [CH2:12]([C:6]1[CH:7]=[CH:8][C:3]([O:2][CH3:1])=[CH:4][CH:5]=1)[CH2:13][CH2:14][CH2:23][CH2:24][CH2:25][CH2:26][CH3:27].